Dataset: Reaction yield outcomes from USPTO patents with 853,638 reactions. Task: Predict the reaction yield, written as a fraction of the theoretical maximum amount of product (1.0 means a 100% yield; for example, 0.34 means a 34% yield). (1) The product is [Cl:33][C:20]([CH2:19][CH2:18][CH2:17][C:8]1[CH:7]=[CH:6][C:5]([O:4][CH3:3])=[C:14]2[C:9]=1[CH:10]=[CH:11][C:12](=[O:16])[N:13]2[CH3:15])([C:21]([O:23][CH2:24][CH3:25])=[O:22])[C:26]([O:28][CH2:29][CH3:30])=[O:27]. The reactants are [H-].[Na+].[CH3:3][O:4][C:5]1[CH:6]=[CH:7][C:8]([CH2:17][CH2:18][CH2:19][CH:20]([C:26]([O:28][CH2:29][CH3:30])=[O:27])[C:21]([O:23][CH2:24][CH3:25])=[O:22])=[C:9]2[C:14]=1[N:13]([CH3:15])[C:12](=[O:16])[CH:11]=[CH:10]2.[H][H].[Cl:33]N1C(=O)CCC1=O.Cl. The yield is 1.00. The catalyst is ClCCl.C1COCC1. (2) The reactants are [C:1]([C:5]1[C:29]([Cl:30])=[C:8]2[N:9]=[C:10]([CH3:28])[C:11]([CH:20]([CH2:25][CH2:26][CH3:27])[C:21]([O:23]C)=[O:22])=[C:12]([C:13]3[CH:18]=[CH:17][C:16]([CH3:19])=[CH:15][CH:14]=3)[N:7]2[N:6]=1)([CH3:4])([CH3:3])[CH3:2].[OH-].[Na+]. The catalyst is CO. The product is [C:1]([C:5]1[C:29]([Cl:30])=[C:8]2[N:9]=[C:10]([CH3:28])[C:11]([CH:20]([CH2:25][CH2:26][CH3:27])[C:21]([OH:23])=[O:22])=[C:12]([C:13]3[CH:18]=[CH:17][C:16]([CH3:19])=[CH:15][CH:14]=3)[N:7]2[N:6]=1)([CH3:2])([CH3:3])[CH3:4]. The yield is 0.980. (3) The reactants are [NH2:1][C:2]1[CH:7]=[CH:6][C:5]([N:8]2[C:14](=[O:15])[CH2:13][C:12](=[O:16])[NH:11][C:10]3[C:17]4[C:22]([CH:23]=[CH:24][C:9]2=3)=[CH:21][CH:20]=[CH:19][CH:18]=4)=[CH:4][CH:3]=1.[Br:25][C:26]1[CH:34]=[CH:33][CH:32]=[CH:31][C:27]=1[C:28](Cl)=[O:29].C(NCC1C=CC(N2C(=O)CC(=O)NC3C4C(C=CC2=3)=CC=CC=4)=CC=1)(=O)C1C=CC=CC=1. No catalyst specified. The product is [Br:25][C:26]1[CH:34]=[CH:33][CH:32]=[CH:31][C:27]=1[C:28]([NH:1][C:2]1[CH:7]=[CH:6][C:5]([N:8]2[C:14](=[O:15])[CH2:13][C:12](=[O:16])[NH:11][C:10]3[C:17]4[C:22]([CH:23]=[CH:24][C:9]2=3)=[CH:21][CH:20]=[CH:19][CH:18]=4)=[CH:4][CH:3]=1)=[O:29]. The yield is 0.210. (4) The reactants are [CH3:1][O:2][C:3](=[O:29])[C@H:4]([CH2:21][C:22]1[CH:27]=[CH:26][C:25]([NH2:28])=[CH:24][CH:23]=1)[NH:5][C:6]([C:8]1([CH2:13][CH2:14][CH2:15][CH2:16][S:17]([CH3:20])(=[O:19])=[O:18])[CH2:12][CH2:11][CH2:10][CH2:9]1)=[S:7].[Cl:30][C:31]1[CH:39]=[CH:38][CH:37]=[C:36]([Cl:40])[C:32]=1[C:33](Cl)=[O:34].C(N(C(C)C)CC)(C)C. The catalyst is ClCCl.O. The product is [CH3:1][O:2][C:3](=[O:29])[C@H:4]([CH2:21][C:22]1[CH:27]=[CH:26][C:25]([NH:28][C:33]([C:32]2[C:31]([Cl:30])=[CH:39][CH:38]=[CH:37][C:36]=2[Cl:40])=[O:34])=[CH:24][CH:23]=1)[NH:5][C:6]([C:8]1([CH2:13][CH2:14][CH2:15][CH2:16][S:17]([CH3:20])(=[O:19])=[O:18])[CH2:12][CH2:11][CH2:10][CH2:9]1)=[S:7]. The yield is 0.990. (5) The reactants are [Cl:1][C:2]1[CH:7]=[CH:6][CH:5]=[CH:4][C:3]=1[N:8]1[CH:13]=[CH:12][C:11](=[O:14])[C:10]([C:15](=O)[CH:16]=[CH:17][N:18](C)C)=[N:9]1.[C:22]1([NH:28]N)[CH:27]=[CH:26][CH:25]=[CH:24][CH:23]=1. The catalyst is CO. The product is [Cl:1][C:2]1[CH:7]=[CH:6][CH:5]=[CH:4][C:3]=1[N:8]1[CH:13]=[CH:12][C:11](=[O:14])[C:10]([C:15]2[N:28]([C:22]3[CH:27]=[CH:26][CH:25]=[CH:24][CH:23]=3)[N:18]=[CH:17][CH:16]=2)=[N:9]1. The yield is 0.0800. (6) The reactants are Cl[C:2]1[C:7]([NH:8][CH:9]=O)=[C:6]([NH:11][C@@H:12]2[CH2:16][C@H:15]([CH2:17][OH:18])[CH:14]=[CH:13]2)[N:5]=[C:4]([NH:19][C:20](=[O:24])[CH:21]([CH3:23])[CH3:22])[N:3]=1.C(O)(C)C.Cl.C(OCC)(OCC)OCC.C([O-])(O)=O.[Na+].[CH:45]1([NH2:48])[CH2:47][CH2:46]1. No catalyst specified. The product is [CH:45]1([NH:48][C:2]2[N:3]=[C:4]([NH:19][C:20](=[O:24])[CH:21]([CH3:23])[CH3:22])[N:5]=[C:6]3[C:7]=2[N:8]=[CH:9][N:11]3[C@@H:12]2[CH2:16][C@H:15]([CH2:17][OH:18])[CH:14]=[CH:13]2)[CH2:47][CH2:46]1. The yield is 0.730. (7) The reactants are Br[C:2]1[CH:23]=[CH:22][C:5]2[C:6]3[N:7]([CH:11]=[C:12]([C:14]4[N:18]([CH:19]([CH3:21])[CH3:20])[N:17]=[CH:16][N:15]=4)[N:13]=3)[CH2:8][CH2:9][O:10][C:4]=2[CH:3]=1.CC1(C)C(C)(C)OB([C:32]2[CH:33]=[N:34][C:35]([NH2:38])=[N:36][CH:37]=2)O1. No catalyst specified. The product is [CH:19]([N:18]1[C:14]([C:12]2[N:13]=[C:6]3[C:5]4[CH:22]=[CH:23][C:2]([C:32]5[CH:33]=[N:34][C:35]([NH2:38])=[N:36][CH:37]=5)=[CH:3][C:4]=4[O:10][CH2:9][CH2:8][N:7]3[CH:11]=2)=[N:15][CH:16]=[N:17]1)([CH3:21])[CH3:20]. The yield is 0.730. (8) The reactants are Br[C:2]1[C:7]([NH2:8])=[CH:6][CH:5]=[C:4]([CH3:9])[N:3]=1.[C:10]1([C:16]#[CH:17])[CH:15]=[CH:14][CH:13]=[CH:12][CH:11]=1. The catalyst is C(N(CC)CC)C.Cl[Pd](Cl)([P](C1C=CC=CC=1)(C1C=CC=CC=1)C1C=CC=CC=1)[P](C1C=CC=CC=1)(C1C=CC=CC=1)C1C=CC=CC=1. The product is [CH3:9][C:4]1[N:3]=[C:2]([C:17]#[C:16][C:10]2[CH:15]=[CH:14][CH:13]=[CH:12][CH:11]=2)[C:7]([NH2:8])=[CH:6][CH:5]=1. The yield is 0.470. (9) The catalyst is CC(C)=O. The reactants are [Br:1][C:2]1[CH:3]=[C:4]([OH:11])[CH:5]=[C:6]([N+:8]([O-:10])=[O:9])[CH:7]=1.C([O-])([O-])=O.[K+].[K+].[CH2:18](Br)[C:19]1[CH:24]=[CH:23][CH:22]=[CH:21][CH:20]=1. The product is [CH2:18]([O:11][C:4]1[CH:5]=[C:6]([N+:8]([O-:10])=[O:9])[CH:7]=[C:2]([Br:1])[CH:3]=1)[C:19]1[CH:24]=[CH:23][CH:22]=[CH:21][CH:20]=1. The yield is 0.510. (10) The reactants are [NH2:1][C:2]12[CH2:9][CH:8]3[CH2:10][C:4]([CH2:11][N:12]4[C:20](=[O:21])[C:19]5[C:14](=[CH:15][CH:16]=[CH:17][CH:18]=5)[C:13]4=[O:22])([CH2:5][CH:6]1[CH2:7]3)[CH2:3]2.C([O-])([O-])=O.[K+].[K+].Cl[CH2:30][C:31]([N:33]1[CH2:37][CH2:36][CH2:35][C@H:34]1[C:38]#[N:39])=[O:32]. The catalyst is CS(C)=O.CCOC(C)=O. The product is [O:21]=[C:20]1[C:19]2[C:14](=[CH:15][CH:16]=[CH:17][CH:18]=2)[C:13](=[O:22])[N:12]1[CH2:11][C:4]12[CH2:10][CH:8]3[CH2:9][C:2]([NH:1][CH2:30][C:31]([N:33]4[CH2:37][CH2:36][CH2:35][C@H:34]4[C:38]#[N:39])=[O:32])([CH2:3]1)[CH:6]([CH2:7]3)[CH2:5]2. The yield is 0.430.